From a dataset of Full USPTO retrosynthesis dataset with 1.9M reactions from patents (1976-2016). Predict the reactants needed to synthesize the given product. (1) Given the product [C:1]1([C:7]#[C:8][C:17]2[CH:18]=[CH:19][C:20]([O:23][C:24](=[O:33])[N:25]([CH3:32])[C:26]3[CH:31]=[CH:30][CH:29]=[CH:28][CH:27]=3)=[CH:21][CH:22]=2)[CH:6]=[CH:5][CH:4]=[CH:3][CH:2]=1, predict the reactants needed to synthesize it. The reactants are: [C:1]1([C:7]#[CH:8])[CH:6]=[CH:5][CH:4]=[CH:3][CH:2]=1.C(NC(C)C)(C)C.I[C:17]1[CH:22]=[CH:21][C:20]([O:23][C:24](=[O:33])[N:25]([CH3:32])[C:26]2[CH:31]=[CH:30][CH:29]=[CH:28][CH:27]=2)=[CH:19][CH:18]=1. (2) Given the product [NH:26]1[C:22]([CH2:21][C:18]2[CH:19]=[CH:20][C:15]([CH2:14][OH:13])=[CH:16][CH:17]=2)=[N:23][N:24]=[N:25]1, predict the reactants needed to synthesize it. The reactants are: [H-].[Al+3].[Li+].[H-].[H-].[H-].CCOCC.C[O:13][C:14](=O)[C:15]1[CH:20]=[CH:19][C:18]([CH2:21][C:22]2[NH:26][N:25]=[N:24][N:23]=2)=[CH:17][CH:16]=1. (3) Given the product [CH2:14]([NH:1][C@H:2]1[CH2:6][CH2:5][N:4]([C:7]([O:9][C:10]([CH3:13])([CH3:12])[CH3:11])=[O:8])[CH2:3]1)[CH:15]([CH3:17])[CH3:16], predict the reactants needed to synthesize it. The reactants are: [NH2:1][C@H:2]1[CH2:6][CH2:5][N:4]([C:7]([O:9][C:10]([CH3:13])([CH3:12])[CH3:11])=[O:8])[CH2:3]1.[CH:14](=O)[CH:15]([CH3:17])[CH3:16].[H][H]. (4) Given the product [Br:29][CH2:30][CH2:31][O:28][C:25]1[CH:24]=[CH:23][C:22]([N:13]2[N:12]=[C:11]([C:5]3[CH:6]=[CH:7][C:8]([O:9][CH3:10])=[C:3]([O:2][CH3:1])[CH:4]=3)[C@@H:20]3[C@@H:15]([CH2:16][CH:17]=[CH:18][CH2:19]3)[C:14]2=[O:21])=[CH:27][CH:26]=1, predict the reactants needed to synthesize it. The reactants are: [CH3:1][O:2][C:3]1[CH:4]=[C:5]([C:11]2[C@@H:20]3[C@@H:15]([CH2:16][CH:17]=[CH:18][CH2:19]3)[C:14](=[O:21])[N:13]([C:22]3[CH:27]=[CH:26][C:25]([OH:28])=[CH:24][CH:23]=3)[N:12]=2)[CH:6]=[CH:7][C:8]=1[O:9][CH3:10].[Br:29][CH2:30][CH2:31]Br.BrCCCCOC1C=CC(N2N=C(C3C=CC(OC)=C(OC)C=3)[C@@H]3[C@@H](CC=CC3)C2=O)=CC=1. (5) Given the product [I:12][C:13]1[C:14]([C:21]([OH:7])=[O:22])=[C:15]([O:19][CH3:20])[N:16]=[CH:17][CH:18]=1, predict the reactants needed to synthesize it. The reactants are: P([O-])(O)(O)=O.[Na+].[OH2:7].Cl([O-])=O.[Na+].[I:12][C:13]1[CH:18]=[CH:17][N:16]=[C:15]([O:19][CH3:20])[C:14]=1[CH:21]=[O:22]. (6) Given the product [CH3:36][N:21]([CH2:20][CH2:19][C:18]1[CH:29]=[CH:30][C:15]([C:12]2[N:13]=[CH:14][N:10]([C:7]3[CH:6]=[CH:5][C:4]([O:3][C:2]([F:1])([F:31])[F:32])=[CH:9][CH:8]=3)[N:11]=2)=[CH:16][CH:17]=1)[C:22](=[O:28])[O:23][C:24]([CH3:25])([CH3:26])[CH3:27], predict the reactants needed to synthesize it. The reactants are: [F:1][C:2]([F:32])([F:31])[O:3][C:4]1[CH:9]=[CH:8][C:7]([N:10]2[CH:14]=[N:13][C:12]([C:15]3[CH:30]=[CH:29][C:18]([CH2:19][CH2:20][NH:21][C:22](=[O:28])[O:23][C:24]([CH3:27])([CH3:26])[CH3:25])=[CH:17][CH:16]=3)=[N:11]2)=[CH:6][CH:5]=1.[H-].[Na+].I[CH3:36]. (7) Given the product [CH3:27][O:26][C:24]([CH:23]([CH2:22][C:21]1[CH:32]=[CH:33][C:18]([O:17][CH2:16][CH2:15][O:14][C:6]2[CH:5]=[CH:4][C:3]3[C:2]([CH3:34])([CH3:1])[CH2:11][CH2:10][C:9]([CH3:13])([CH3:12])[C:8]=3[CH:7]=2)=[CH:19][CH:20]=1)[C:28]([OH:30])=[O:29])=[O:25], predict the reactants needed to synthesize it. The reactants are: [CH3:1][C:2]1([CH3:34])[CH2:11][CH2:10][C:9]([CH3:13])([CH3:12])[C:8]2[CH:7]=[C:6]([O:14][CH2:15][CH2:16][O:17][C:18]3[CH:33]=[CH:32][C:21]([CH2:22][CH:23]([C:28]([O:30]C)=[O:29])[C:24]([O:26][CH3:27])=[O:25])=[CH:20][CH:19]=3)[CH:5]=[CH:4][C:3]1=2.[OH-].[Na+]. (8) Given the product [Cl:1][C:2]1[CH:3]=[N:4][C:5]2[N:6]([N:8]=[C:9]([C:11]([N:20]3[CH2:19][CH2:18][N:17]4[C:21]([C:24]5[S:25][CH:26]=[CH:27][CH:28]=5)=[N:22][N:23]=[C:16]4[CH:15]3[CH3:14])=[O:13])[CH:10]=2)[CH:7]=1, predict the reactants needed to synthesize it. The reactants are: [Cl:1][C:2]1[CH:3]=[N:4][C:5]2[N:6]([N:8]=[C:9]([C:11]([OH:13])=O)[CH:10]=2)[CH:7]=1.[CH3:14][CH:15]1[NH:20][CH2:19][CH2:18][N:17]2[C:21]([C:24]3[S:25][CH:26]=[CH:27][CH:28]=3)=[N:22][N:23]=[C:16]12. (9) Given the product [NH2:22][C:19]1[CH:20]=[CH:21][C:13]2[N:12]([CH2:11][CH2:10][N:2]([CH3:1])[C:3](=[O:9])[O:4][C:5]([CH3:6])([CH3:7])[CH3:8])[CH2:17][CH2:16][S:15][C:14]=2[CH:18]=1, predict the reactants needed to synthesize it. The reactants are: [CH3:1][N:2]([CH2:10][CH2:11][N:12]1[CH2:17][CH2:16][S:15][C:14]2[CH:18]=[C:19]([N+:22]([O-])=O)[CH:20]=[CH:21][C:13]1=2)[C:3](=[O:9])[O:4][C:5]([CH3:8])([CH3:7])[CH3:6].O.NN. (10) Given the product [OH:12][CH2:11][C@@H:9]([C@H:7]([C@@H:5]([C@@H:3]([CH2:2][OH:1])[OH:4])[OH:6])[OH:8])[OH:10], predict the reactants needed to synthesize it. The reactants are: [OH:1][CH2:2][C@@H:3]([C@H:5]([C@@H:7]([C@@H:9]([CH2:11][OH:12])[OH:10])[OH:8])[OH:6])[OH:4].OCC(CO)O.